Predict the reactants needed to synthesize the given product. From a dataset of Full USPTO retrosynthesis dataset with 1.9M reactions from patents (1976-2016). (1) Given the product [CH3:11][N:12]([CH3:13])[C:2]1[N:7]=[CH:6][C:5]([CH:8]=[O:9])=[CH:4][N:3]=1, predict the reactants needed to synthesize it. The reactants are: Cl[C:2]1[N:7]=[CH:6][C:5]([CH:8]=[O:9])=[CH:4][N:3]=1.C[CH2:11][N:12](CC)[CH2:13]C.N(C)C.C1COCC1. (2) The reactants are: C([O:8][C:9]1[CH:14]=[CH:13][CH:12]=[CH:11][C:10]=1[NH:15][C:16](=[O:37])[C@H:17]([NH:27][C@H:28]([C:33]([O:35][CH3:36])=[O:34])[CH2:29][CH:30]([CH3:32])[CH3:31])[C:18]1[CH:19]=[CH:20][C:21]2[O:25][CH:24]=[CH:23][C:22]=2[CH:26]=1)C1C=CC=CC=1. Given the product [O:25]1[C:21]2[CH:20]=[CH:19][C:18]([C@@H:17]([NH:27][C@H:28]([C:33]([O:35][CH3:36])=[O:34])[CH2:29][CH:30]([CH3:31])[CH3:32])[C:16]([NH:15][C:10]3[CH:11]=[CH:12][CH:13]=[CH:14][C:9]=3[OH:8])=[O:37])=[CH:26][C:22]=2[CH:23]=[CH:24]1, predict the reactants needed to synthesize it. (3) Given the product [N+:1]([C:4]1[CH:5]=[CH:6][C:7]([CH2:10][CH2:11][C:12]2[S:14][CH:16]=[CH:17][N:13]=2)=[CH:8][CH:9]=1)([O-:3])=[O:2], predict the reactants needed to synthesize it. The reactants are: [N+:1]([C:4]1[CH:9]=[CH:8][C:7]([CH2:10][CH2:11][C:12](=[S:14])[NH2:13])=[CH:6][CH:5]=1)([O-:3])=[O:2].Cl[CH2:16][CH:17]=O. (4) Given the product [CH2:16]([N:8]1[C:9](=[O:15])[CH2:10][C:11](=[O:12])[NH:1][C:2]2[CH:7]=[CH:6][CH:5]=[CH:4][C:3]1=2)[C:17]1[CH:22]=[CH:21][CH:20]=[CH:19][CH:18]=1, predict the reactants needed to synthesize it. The reactants are: [NH2:1][C:2]1[CH:7]=[CH:6][CH:5]=[CH:4][C:3]=1[N:8]([CH2:16][C:17]1[CH:22]=[CH:21][CH:20]=[CH:19][CH:18]=1)[C:9](=[O:15])[CH2:10][C:11](OC)=[O:12]. (5) Given the product [Cl:1][C:2]1[CH:17]=[CH:16][C:5]2[S:6][C:7]([CH2:9][CH2:10][CH2:11][CH2:12][CH2:13][CH2:14][CH3:15])=[CH:8][C:4]=2[CH:3]=1, predict the reactants needed to synthesize it. The reactants are: [Cl:1][C:2]1[CH:17]=[CH:16][C:5]2[S:6][C:7]([CH:9]=[CH:10][CH2:11][CH2:12][CH2:13][CH2:14][CH3:15])=[CH:8][C:4]=2[CH:3]=1.[BH4-]. (6) The reactants are: [F:1][C:2]1[C:3]([N:11]([CH3:13])[CH3:12])=[N:4][CH:5]=[C:6]([N+:8]([O-])=O)[CH:7]=1. Given the product [F:1][C:2]1[C:3]([N:11]([CH3:13])[CH3:12])=[N:4][CH:5]=[C:6]([NH2:8])[CH:7]=1, predict the reactants needed to synthesize it. (7) Given the product [Cl:16][C:7]1[C:8]([O:14][CH3:15])=[C:9]([O:12][CH3:13])[CH:10]=[C:11]2[C:6]=1[CH:5]=[C:4]([NH:17][C:18]1[CH:22]=[C:21]([CH3:23])[NH:20][N:19]=1)[N:3]=[C:2]2[O:12][CH:9]([CH3:10])[CH3:8], predict the reactants needed to synthesize it. The reactants are: Cl[C:2]1[C:11]2[C:6](=[C:7]([Cl:16])[C:8]([O:14][CH3:15])=[C:9]([O:12][CH3:13])[CH:10]=2)[CH:5]=[C:4]([NH:17][C:18]2[CH:22]=[C:21]([CH3:23])[NH:20][N:19]=2)[N:3]=1. (8) Given the product [Br:1][C:2]1[CH:3]=[C:4]2[N:11]([CH3:12])[CH:10]=[CH:9][C:5]2=[N:6][C:7]=1[C:13]#[N:15], predict the reactants needed to synthesize it. The reactants are: [Br:1][C:2]1[CH:3]=[C:4]2[N:11]([CH3:12])[CH:10]=[CH:9][C:5]2=[N+:6]([O-])[CH:7]=1.[C:13](#[N:15])C.C(N(CC)CC)C.C[Si](C#N)(C)C. (9) Given the product [CH3:1][O:2][C:3]1[CH:8]=[C:7]([CH3:9])[C:6]([S:10]([N:13]([CH2:15][C:16]2[O:20][C:19]([C:21]([N:27]([CH3:26])[CH2:28][C:29]3[S:30][CH:31]=[C:32]([CH2:34][N:35]4[CH2:39][CH2:38][CH2:37][CH2:36]4)[N:33]=3)=[O:23])=[N:18][N:17]=2)[CH3:14])(=[O:12])=[O:11])=[C:5]([CH3:25])[CH:4]=1, predict the reactants needed to synthesize it. The reactants are: [CH3:1][O:2][C:3]1[CH:8]=[C:7]([CH3:9])[C:6]([S:10]([N:13]([CH2:15][C:16]2[O:20][C:19]([C:21]([O:23]C)=O)=[N:18][N:17]=2)[CH3:14])(=[O:12])=[O:11])=[C:5]([CH3:25])[CH:4]=1.[CH3:26][NH:27][CH2:28][C:29]1[S:30][CH:31]=[C:32]([CH2:34][N:35]2[CH2:39][CH2:38][CH2:37][CH2:36]2)[N:33]=1.C[Al](C)C. (10) Given the product [I:11][C:8]1[CH:9]=[CH:10][C:5]([CH2:1][CH:2]([CH3:4])[CH3:3])=[CH:6][CH:7]=1, predict the reactants needed to synthesize it. The reactants are: [CH2:1]([C:5]1[CH:10]=[CH:9][CH:8]=[CH:7][CH:6]=1)[CH:2]([CH3:4])[CH3:3].[I:11]I.